This data is from Peptide-MHC class II binding affinity with 134,281 pairs from IEDB. The task is: Regression. Given a peptide amino acid sequence and an MHC pseudo amino acid sequence, predict their binding affinity value. This is MHC class II binding data. (1) The peptide sequence is DVCGMFTNRSGSQQW. The MHC is HLA-DQA10501-DQB10201 with pseudo-sequence HLA-DQA10501-DQB10201. The binding affinity (normalized) is 0.164. (2) The peptide sequence is TLLRAVESYLLAHSD. The MHC is DRB5_0101 with pseudo-sequence DRB5_0101. The binding affinity (normalized) is 0.645.